From a dataset of hERG Central: cardiac toxicity at 1µM, 10µM, and general inhibition. Predict hERG channel inhibition at various concentrations. (1) The compound is CSc1ncc(CN2CCCC(C(=O)c3sccc3C)C2)cn1. Results: hERG_inhib (hERG inhibition (general)): blocker. (2) The drug is COC(=O)c1[nH]c2cc(OC)ccc2c1NC(=O)CCN1CCN(c2ccccc2)CC1. Results: hERG_inhib (hERG inhibition (general)): blocker.